From a dataset of Catalyst prediction with 721,799 reactions and 888 catalyst types from USPTO. Predict which catalyst facilitates the given reaction. (1) Reactant: [OH:1][CH2:2][CH2:3][CH2:4][C:5]1[CH:6]=[C:7]([OH:11])[CH:8]=[CH:9][CH:10]=1.C([O-])([O-])=O.[K+].[K+].Br[CH2:19][C:20]([O:22][CH2:23][CH3:24])=[O:21].O. The catalyst class is: 23. Product: [OH:1][CH2:2][CH2:3][CH2:4][C:5]1[CH:6]=[C:7]([CH:8]=[CH:9][CH:10]=1)[O:11][CH2:19][C:20]([O:22][CH2:23][CH3:24])=[O:21]. (2) Reactant: CC(OI1(OC(C)=O)(OC(C)=O)OC(=O)C2C=CC=CC1=2)=O.[CH:23]1([C:26]2[O:30][C:29]([CH:31]([OH:55])[C@@H:32]([NH:35][C:36]([C@@H:38]([NH:46][C:47]([N:49]3[CH2:54][CH2:53][O:52][CH2:51][CH2:50]3)=[O:48])[CH2:39][C:40]([F:45])([F:44])[CH2:41][CH2:42][CH3:43])=[O:37])[CH2:33][CH3:34])=[N:28][N:27]=2)[CH2:25][CH2:24]1.[O-]S([O-])(=S)=O.[Na+].[Na+]. Product: [CH:23]1([C:26]2[O:30][C:29]([C:31]([C@@H:32]([NH:35][C:36]([C@@H:38]([NH:46][C:47]([N:49]3[CH2:54][CH2:53][O:52][CH2:51][CH2:50]3)=[O:48])[CH2:39][C:40]([F:45])([F:44])[CH2:41][CH2:42][CH3:43])=[O:37])[CH2:33][CH3:34])=[O:55])=[N:28][N:27]=2)[CH2:25][CH2:24]1. The catalyst class is: 326. (3) Reactant: [CH:1]1[C:10]2[C:5](=[CH:6][CH:7]=[CH:8][CH:9]=2)[CH:4]=[C:3]([NH:11][C:12](=[O:47])[O:13][CH2:14][C@@H:15]([N:33]([CH3:46])[C:34]([NH:36][CH2:37][C:38]2[CH:43]=[CH:42][CH:41]=[C:40]([F:44])[C:39]=2[Cl:45])=[O:35])[CH2:16][C@@H:17]([OH:32])[CH2:18][O:19][P:20]([O:27]C(C)(C)C)([O:22]C(C)(C)C)=[O:21])[N:2]=1.Cl. Product: [CH:1]1[C:10]2[C:5](=[CH:6][CH:7]=[CH:8][CH:9]=2)[CH:4]=[C:3]([NH:11][C:12](=[O:47])[O:13][CH2:14][C@@H:15]([N:33]([CH3:46])[C:34]([NH:36][CH2:37][C:38]2[CH:43]=[CH:42][CH:41]=[C:40]([F:44])[C:39]=2[Cl:45])=[O:35])[CH2:16][C@@H:17]([OH:32])[CH2:18][O:19][P:20]([OH:27])([OH:22])=[O:21])[N:2]=1. The catalyst class is: 5. (4) Reactant: C(N[CH:5]([CH3:7])[CH3:6])(C)C.[Li]CCCC.C[C:14]1[CH:22]=[C:21]([Br:23])[CH:20]=[CH:19][C:15]=1[C:16]([OH:18])=[O:17].CN(P(N(C)C)(N(C)C)=O)C.C[Li].[Li]C([O-])=O.[Li+].CC([N-]C(C)C)C.C(=O)C. Product: [Br:23][C:21]1[CH:20]=[C:19]2[C:15](=[CH:14][CH:22]=1)[C:16](=[O:17])[O:18][CH:5]([CH3:6])[CH2:7]2. The catalyst class is: 1. (5) Reactant: Cl[C:2]1[N:7]=[C:6]([NH:8][C:9]2[C:18]3[C:13](=[CH:14][C:15]([F:20])=[CH:16][C:17]=3[F:19])[N:12]=[C:11]([C:21]3[CH:26]=[CH:25][CH:24]=[CH:23][N:22]=3)[C:10]=2[CH3:27])[CH:5]=[CH:4][N:3]=1.C1(P(C2CCCCC2)C2(C(C)C)CC(C(C)C)=CC(C(C)C)=C2C2C=CC=CC=2)CCCCC1.CC(C)([O-])C.[Na+].[NH:68]1[CH2:73][CH2:72][O:71][CH2:70][CH2:69]1. Product: [F:19][C:17]1[CH:16]=[C:15]([F:20])[CH:14]=[C:13]2[C:18]=1[C:9]([NH:8][C:6]1[CH:5]=[CH:4][N:3]=[C:2]([N:68]3[CH2:73][CH2:72][O:71][CH2:70][CH2:69]3)[N:7]=1)=[C:10]([CH3:27])[C:11]([C:21]1[CH:26]=[CH:25][CH:24]=[CH:23][N:22]=1)=[N:12]2. The catalyst class is: 882. (6) Reactant: [CH2:1]([NH:3][C:4]1[CH:9]=[CH:8][CH:7]=[CH:6][CH:5]=1)[CH3:2].[OH:10][C:11]1[C:20]2[C:15](=[CH:16][CH:17]=[CH:18][C:19]=2[Cl:21])[N:14]([CH3:22])[C:13](=[O:23])[C:12]=1[C:24](O)=[O:25].C(N(CC)CC)C.S(Cl)(Cl)=O. Product: [CH3:2][CH2:1][N:3]([C:24]([C:12]1[C:13](=[O:23])[N:14]([CH3:22])[C:15]2[CH:16]=[CH:17][CH:18]=[C:19]([Cl:21])[C:20]=2[C:11]=1[OH:10])=[O:25])[C:4]1[CH:9]=[CH:8][CH:7]=[CH:6][CH:5]=1. The catalyst class is: 4.